This data is from Catalyst prediction with 721,799 reactions and 888 catalyst types from USPTO. The task is: Predict which catalyst facilitates the given reaction. (1) Reactant: [OH:1][C@H:2]([C:13]1[C:14]([CH3:23])=[C:15]2[C:19](=[CH:20][CH:21]=1)[C:18](=[O:22])[O:17][CH2:16]2)[CH2:3][N:4]1[CH2:9][CH2:8][CH:7]([C:10](O)=[O:11])[CH2:6][CH2:5]1.CN(C(ON1N=NC2C=CC=CC1=2)=[N+](C)C)C.F[P-](F)(F)(F)(F)F.[S:48]1[C:52]([NH2:53])=[CH:51][CH:50]=[N:49]1.C(N(C(C)C)CC)(C)C. Product: [OH:1][C@H:2]([C:13]1[CH:21]=[CH:20][C:19]2[C:18](=[O:22])[O:17][CH2:16][C:15]=2[C:14]=1[CH3:23])[CH2:3][N:4]1[CH2:5][CH2:6][CH:7]([C:10]([NH:53][C:52]2[S:48][N:49]=[CH:50][CH:51]=2)=[O:11])[CH2:8][CH2:9]1. The catalyst class is: 80. (2) The catalyst class is: 5. Reactant: [CH2:1]([NH:3][C:4]1[N:9]=[C:8]([C:10]2[CH:11]=[C:12]([C:17]([O:19]CC)=[O:18])[C:13](=[O:16])[NH:14][N:15]=2)[CH:7]=[CH:6][N:5]=1)[CH3:2].C1COCC1.O.[OH-].[Li+]. Product: [CH2:1]([NH:3][C:4]1[N:9]=[C:8]([C:10]2[CH:11]=[C:12]([C:17]([OH:19])=[O:18])[C:13](=[O:16])[NH:14][N:15]=2)[CH:7]=[CH:6][N:5]=1)[CH3:2]. (3) Reactant: [SH:1][C:2]1[C:6]2[CH:7]=[CH:8][CH:9]=[CH:10][C:5]=2[O:4][C:3]=1[CH:11]=O.[C:13]1(P([C:13]2[CH:18]=CC=[CH:15][CH:14]=2)[C:13]2[CH:18]=CC=[CH:15][CH:14]=2)[CH:18]=CC=[CH:15][CH:14]=1.C([Li])CCC. Product: [CH:11](/[C:3]1[O:4][C:5]2[CH:10]=[CH:9][CH:8]=[CH:7][C:6]=2[C:2]=1[SH:1])=[CH:18]\[CH:13]=[CH:14]\[CH3:15]. The catalyst class is: 11. (4) Reactant: [Cl:1][C:2]1[CH:7]=[CH:6][C:5]([CH:8]([C:28]2[CH:33]=[CH:32][C:31]([Cl:34])=[CH:30][CH:29]=2)[N:9]2[CH2:12][CH:11]([C:13]([C:20]3[CH:25]=[C:24]([F:26])[CH:23]=[C:22]([F:27])[CH:21]=3)(O)[C:14]([CH3:18])([CH3:17])[C:15]#[N:16])[CH2:10]2)=[CH:4][CH:3]=1.P(Cl)(Cl)(Cl)=O. Product: [Cl:34][C:31]1[CH:30]=[CH:29][C:28]([CH:8]([C:5]2[CH:4]=[CH:3][C:2]([Cl:1])=[CH:7][CH:6]=2)[N:9]2[CH2:12][C:11](=[C:13]([C:20]3[CH:21]=[C:22]([F:27])[CH:23]=[C:24]([F:26])[CH:25]=3)[C:14]([CH3:18])([CH3:17])[C:15]#[N:16])[CH2:10]2)=[CH:33][CH:32]=1. The catalyst class is: 17.